This data is from Reaction yield outcomes from USPTO patents with 853,638 reactions. The task is: Predict the reaction yield, written as a fraction of the theoretical maximum amount of product (1.0 means a 100% yield; for example, 0.34 means a 34% yield). The reactants are [ClH:1].[C:2]1([C@@H:8]2[CH2:10][C@H:9]2[NH:11][CH2:12][C:13]2[CH:20]=[CH:19][C:16]([C:17]#[N:18])=[CH:15][CH:14]=2)[CH:7]=[CH:6][CH:5]=[CH:4][CH:3]=1. The catalyst is CCOCC. The product is [ClH:1].[C:2]1([C@@H:8]2[CH2:10][C@H:9]2[NH:11][CH2:12][C:13]2[CH:14]=[CH:15][C:16]([C:17]#[N:18])=[CH:19][CH:20]=2)[CH:3]=[CH:4][CH:5]=[CH:6][CH:7]=1. The yield is 0.840.